Dataset: Forward reaction prediction with 1.9M reactions from USPTO patents (1976-2016). Task: Predict the product of the given reaction. The product is: [CH:37]1([C:27]2[C:26]([CH3:40])=[C:25]([NH:23][C:12]3[C:11]([C:8]4[CH:7]=[CH:6][C:5]([S:2]([CH3:1])(=[O:3])=[O:4])=[CH:10][CH:9]=4)=[CH:16][N:15]=[C:14]([N:17]4[CH2:22][CH2:21][O:20][CH2:19][CH2:18]4)[CH:13]=3)[C:34]3[C:29](=[CH:30][C:31]([F:36])=[CH:32][C:33]=3[F:35])[N:28]=2)[CH2:38][CH2:39]1. Given the reactants [CH3:1][S:2]([C:5]1[CH:10]=[CH:9][C:8]([C:11]2[C:12]([NH2:23])=[CH:13][C:14]([N:17]3[CH2:22][CH2:21][O:20][CH2:19][CH2:18]3)=[N:15][CH:16]=2)=[CH:7][CH:6]=1)(=[O:4])=[O:3].Cl[C:25]1[C:34]2[C:29](=[CH:30][C:31]([F:36])=[CH:32][C:33]=2[F:35])[N:28]=[C:27]([CH:37]2[CH2:39][CH2:38]2)[C:26]=1[CH3:40].C1(P(C2CCCCC2)C2C=CC=CC=2C2C(C(C)C)=CC(C(C)C)=CC=2C(C)C)CCCCC1.CC(C)([O-])C.[Na+], predict the reaction product.